This data is from Full USPTO retrosynthesis dataset with 1.9M reactions from patents (1976-2016). The task is: Predict the reactants needed to synthesize the given product. (1) Given the product [OH:4][C:5]1[C:13]2[CH:12]=[C:11]([C:14]3[O:15][C:16]([CH3:19])=[N:17][N:18]=3)[S:10][C:9]=2[CH:8]=[CH:7][CH:6]=1, predict the reactants needed to synthesize it. The reactants are: COC[O:4][C:5]1[C:13]2[CH:12]=[C:11]([C:14]3[O:15][C:16]([CH3:19])=[N:17][N:18]=3)[S:10][C:9]=2[CH:8]=[CH:7][CH:6]=1. (2) Given the product [Br:1][C:2]1[CH:3]=[C:4]([CH:5]=[CH:6][C:23]=1[O:26][CH2:30][CH2:31][O:32][Si:33]([C:36]([CH3:39])([CH3:38])[CH3:37])([CH3:35])[CH3:34])[CH:44]=[O:45], predict the reactants needed to synthesize it. The reactants are: [Br:1][C:2]1N=[C:6](C2NC(=O)C3C(C=2)=CC(OC)=CC=3OC)[CH:5]=[CH:4][CH:3]=1.[C:23]([O-:26])([O-])=O.[K+].[K+].Br[CH2:30][CH2:31][O:32][Si:33]([C:36]([CH3:39])([CH3:38])[CH3:37])([CH3:35])[CH3:34].O.CN([CH:44]=[O:45])C. (3) Given the product [Cl:62][C:59]1[CH:60]=[CH:61][C:56]([CH:51]([NH:50][C:48]([C:33]2([NH:32][C:30](=[O:31])[O:29][C:25]([CH3:26])([CH3:28])[CH3:27])[CH2:34][CH2:35][N:36]([C:39]3[C:40]4[CH:47]=[CH:46][NH:45][C:41]=4[N:42]=[CH:43][N:44]=3)[CH2:37][CH2:38]2)=[O:49])[CH2:52][C:53]([N:2]([CH3:3])[CH3:1])=[O:54])=[CH:57][CH:58]=1, predict the reactants needed to synthesize it. The reactants are: [CH3:1][N:2](C(ON1N=NC2C=CC=NC1=2)=[N+](C)C)[CH3:3].F[P-](F)(F)(F)(F)F.[C:25]([O:29][C:30]([NH:32][C:33]1([C:48]([NH:50][CH:51]([C:56]2[CH:61]=[CH:60][C:59]([Cl:62])=[CH:58][CH:57]=2)[CH2:52][C:53]([O-])=[O:54])=[O:49])[CH2:38][CH2:37][N:36]([C:39]2[C:40]3[CH:47]=[CH:46][NH:45][C:41]=3[N:42]=[CH:43][N:44]=2)[CH2:35][CH2:34]1)=[O:31])([CH3:28])([CH3:27])[CH3:26].[Li+].Cl.CNC.C(N(CC)C(C)C)(C)C.